From a dataset of Forward reaction prediction with 1.9M reactions from USPTO patents (1976-2016). Predict the product of the given reaction. (1) Given the reactants [C:1]([C:5]1[CH:9]=[C:8]([C:10]([NH:12][S:13]([C:16]2[CH:21]=[CH:20][CH:19]=[C:18]([CH:22]=[O:23])[CH:17]=2)(=[O:15])=[O:14])=[O:11])[N:7]([CH2:24][C:25]2[C:30]([CH3:31])=[CH:29][C:28]([CH3:32])=[CH:27][C:26]=2[CH3:33])[N:6]=1)([CH3:4])([CH3:3])[CH3:2].[BH4-].[Na+], predict the reaction product. The product is: [C:1]([C:5]1[CH:9]=[C:8]([C:10]([NH:12][S:13]([C:16]2[CH:21]=[CH:20][CH:19]=[C:18]([CH2:22][OH:23])[CH:17]=2)(=[O:14])=[O:15])=[O:11])[N:7]([CH2:24][C:25]2[C:30]([CH3:31])=[CH:29][C:28]([CH3:32])=[CH:27][C:26]=2[CH3:33])[N:6]=1)([CH3:4])([CH3:2])[CH3:3]. (2) Given the reactants [CH3:1][O:2][C:3]1[CH:4]=[C:5]([CH2:10][OH:11])[CH:6]=[CH:7][C:8]=1[CH3:9], predict the reaction product. The product is: [CH3:1][O:2][C:3]1[C:8]([CH3:9])=[CH:7][CH:6]=[C:5]([CH:4]=1)[CH:10]=[O:11]. (3) Given the reactants C([O:3][C:4](=[O:40])[CH2:5][O:6][C:7]1[CH:12]=[CH:11][C:10]([S:13][C:14]2[CH:19]=[C:18]([O:20][C:21]3[CH:26]=[CH:25][C:24]([C:27]([F:30])([F:29])[F:28])=[CH:23][N:22]=3)[CH:17]=[C:16]([C:31]#[C:32][C:33]3[CH:38]=[CH:37][CH:36]=[CH:35][CH:34]=3)[CH:15]=2)=[CH:9][C:8]=1[CH3:39])C.[OH-].[Na+].C(O)(=O)CC(CC(O)=O)(C(O)=O)O, predict the reaction product. The product is: [CH3:39][C:8]1[CH:9]=[C:10]([S:13][C:14]2[CH:19]=[C:18]([O:20][C:21]3[CH:26]=[CH:25][C:24]([C:27]([F:30])([F:29])[F:28])=[CH:23][N:22]=3)[CH:17]=[C:16]([C:31]#[C:32][C:33]3[CH:34]=[CH:35][CH:36]=[CH:37][CH:38]=3)[CH:15]=2)[CH:11]=[CH:12][C:7]=1[O:6][CH2:5][C:4]([OH:40])=[O:3].